This data is from Reaction yield outcomes from USPTO patents with 853,638 reactions. The task is: Predict the reaction yield, written as a fraction of the theoretical maximum amount of product (1.0 means a 100% yield; for example, 0.34 means a 34% yield). The reactants are F[C:2]1[C:10]([N+:11]([O-:13])=[O:12])=[CH:9][CH:8]=[C:7]([F:14])[C:3]=1[C:4]([OH:6])=[O:5].CCN(CC)CC.[CH:22]1([NH2:25])[CH2:24][CH2:23]1.Cl. The catalyst is O. The product is [CH:22]1([NH:25][C:2]2[C:10]([N+:11]([O-:13])=[O:12])=[CH:9][CH:8]=[C:7]([F:14])[C:3]=2[C:4]([OH:6])=[O:5])[CH2:24][CH2:23]1. The yield is 0.710.